This data is from Full USPTO retrosynthesis dataset with 1.9M reactions from patents (1976-2016). The task is: Predict the reactants needed to synthesize the given product. (1) Given the product [CH2:13]([O:20][C:21]1[CH:22]=[CH:23][C:24]([C:25]([NH:27][N:28]=[C:5]2[C:4]3[C:8](=[CH:9][CH:10]=[C:2]([I:1])[CH:3]=3)[NH:7][C:6]2=[O:11])=[O:26])=[CH:29][CH:30]=1)[C:14]1[CH:15]=[CH:16][CH:17]=[CH:18][CH:19]=1, predict the reactants needed to synthesize it. The reactants are: [I:1][C:2]1[CH:3]=[C:4]2[C:8](=[CH:9][CH:10]=1)[NH:7][C:6](=[O:11])[C:5]2=O.[CH2:13]([O:20][C:21]1[CH:30]=[CH:29][C:24]([C:25]([NH:27][NH2:28])=[O:26])=[CH:23][CH:22]=1)[C:14]1[CH:19]=[CH:18][CH:17]=[CH:16][CH:15]=1. (2) Given the product [CH3:19][O:16][C:15]([C:14]1[C:8]2[O:7][B:6]([OH:18])[C@@H:5]([NH:4][C:1](=[O:3])[CH3:2])[CH2:10][C:9]=2[CH:11]=[CH:12][CH:13]=1)=[O:17], predict the reactants needed to synthesize it. The reactants are: [C:1]([NH:4][CH:5]1[CH2:10][C:9]2[CH:11]=[CH:12][CH:13]=[C:14]([C:15]([OH:17])=[O:16])[C:8]=2[O:7][B:6]1[OH:18])(=[O:3])[CH3:2].[CH3:19]O.